Task: Predict the reaction yield, written as a fraction of the theoretical maximum amount of product (1.0 means a 100% yield; for example, 0.34 means a 34% yield).. Dataset: Reaction yield outcomes from USPTO patents with 853,638 reactions (1) The reactants are FC(F)(F)C(O)=O.[Cl:8][C:9]1[CH:14]=[C:13]2[NH:15][C:16](=[O:38])[C:17]3([CH:21]([C:22]4[CH:27]=[CH:26][CH:25]=[C:24]([Cl:28])[C:23]=4[F:29])[CH:20]([C:30](O)=[O:31])[NH:19][CH:18]3[CH2:33][C:34]([CH3:37])([CH3:36])[CH3:35])[C:12]2=[CH:11][CH:10]=1.C(N(C(C)C)CC)(C)C.C1(P(Cl)(C2C=CC=CC=2)=O)C=CC=CC=1.[CH3:63][O:64][C:65]1[CH:71]=[C:70]([N+:72]([O-:74])=[O:73])[CH:69]=[CH:68][C:66]=1[NH2:67]. No catalyst specified. The product is [CH3:63][O:64][C:65]1[CH:71]=[C:70]([N+:72]([O-:74])=[O:73])[CH:69]=[CH:68][C:66]=1[NH:67][C:30]([CH:20]1[NH:19][CH:18]([CH2:33][C:34]([CH3:37])([CH3:36])[CH3:35])[C:17]2([C:12]3[C:13](=[CH:14][C:9]([Cl:8])=[CH:10][CH:11]=3)[NH:15][C:16]2=[O:38])[CH:21]1[C:22]1[CH:27]=[CH:26][CH:25]=[C:24]([Cl:28])[C:23]=1[F:29])=[O:31]. The yield is 0.140. (2) The reactants are [N:1]1([C:9]([C@@H:11]([C@H:21]([CH2:34][OH:35])[O:22][CH2:23][P:24]([O:30][CH:31]([CH3:33])[CH3:32])([O:26][CH:27]([CH3:29])[CH3:28])=[O:25])[O:12]C(=O)C2C=CC=CC=2)=[O:10])[CH:8]=[CH:7][C:5](=[O:6])[NH:4][C:2]1=[O:3].N. The catalyst is CO. The product is [N:1]1([C:9]([C@@H:11]([C@H:21]([CH2:34][OH:35])[O:22][CH2:23][P:24]([O:30][CH:31]([CH3:33])[CH3:32])([O:26][CH:27]([CH3:28])[CH3:29])=[O:25])[OH:12])=[O:10])[CH:8]=[CH:7][C:5](=[O:6])[NH:4][C:2]1=[O:3]. The yield is 0.960. (3) The reactants are [C:12]([O:11][C:9](O[C:9]([O:11][C:12]([CH3:15])([CH3:14])[CH3:13])=[O:10])=[O:10])([CH3:15])([CH3:14])[CH3:13].[I:16][C:17]1[CH:18]=[CH:19][C:20]2[CH2:21][CH:22]3[CH2:29][NH:28][CH2:27][CH2:26][N:23]3[C:24]=2[CH:25]=1. The catalyst is ClCCl. The product is [C:12]([O:11][C:9]([N:28]1[CH2:27][CH2:26][N:23]2[C:24]3[CH:25]=[C:17]([I:16])[CH:18]=[CH:19][C:20]=3[CH2:21][CH:22]2[CH2:29]1)=[O:10])([CH3:13])([CH3:14])[CH3:15]. The yield is 0.0900.